Dataset: Retrosynthesis with 50K atom-mapped reactions and 10 reaction types from USPTO. Task: Predict the reactants needed to synthesize the given product. (1) Given the product COc1ncc(Br)cc1C=C1C(=O)Nc2ccccc21, predict the reactants needed to synthesize it. The reactants are: COc1ncc(Br)cc1C=O.O=C1Cc2ccccc2N1. (2) The reactants are: CC(C)N(C(=O)c1ccc(Br)cc1)C1CCCCC1.COc1ccc(O)cc1. Given the product COc1ccc(Oc2ccc(C(=O)N(C(C)C)C3CCCCC3)cc2)cc1, predict the reactants needed to synthesize it.